Dataset: Full USPTO retrosynthesis dataset with 1.9M reactions from patents (1976-2016). Task: Predict the reactants needed to synthesize the given product. (1) Given the product [OH:1][C:2]1[CH:7]=[CH:6][C:5](/[CH:8]=[CH:9]/[C:10]([O-:12])=[O:11])=[CH:4][C:3]=1[O:13][CH3:14].[K+:18], predict the reactants needed to synthesize it. The reactants are: [OH:1][C:2]1[CH:7]=[CH:6][C:5](/[CH:8]=[CH:9]/[C:10]([OH:12])=[O:11])=[CH:4][C:3]=1[O:13][CH3:14].CO.[OH-].[K+:18]. (2) Given the product [CH3:13][C:12]1[C:7]2[N:8]([CH:6]=[C:3]([C:4]#[N:5])[CH:2]=2)[CH:9]=[CH:10][CH:11]=1, predict the reactants needed to synthesize it. The reactants are: O[CH:2]([C:7]1[C:12]([CH3:13])=[CH:11][CH:10]=[CH:9][N:8]=1)[C:3](=[CH2:6])[C:4]#[N:5].C(OC(=O)C)(=O)C.